Task: Predict which catalyst facilitates the given reaction.. Dataset: Catalyst prediction with 721,799 reactions and 888 catalyst types from USPTO (1) Reactant: [CH3:1][C:2]([O:5][C:6]([N:8]1[C@H:13]([C:14]([OH:16])=O)[CH2:12][C:10](=[O:11])[CH2:9]1)=[O:7])([CH3:4])[CH3:3].CN(C(ON1N=NC2C=[CH:29][CH:30]=[N:31][C:26]1=2)=[N+](C)C)C.[F:34][P-](F)(F)(F)(F)F. Product: [C:2]([O:5][C:6]([N:8]1[CH2:9][C:10](=[O:11])[CH2:12][C@H:13]1[C:14]([N:31]1[CH2:30][CH:29]([F:34])[CH2:26]1)=[O:16])=[O:7])([CH3:1])([CH3:3])[CH3:4]. The catalyst class is: 2. (2) Reactant: [Li+].[OH-].[CH3:3][O:4][C:5]1[CH:19]=[CH:18][C:8]([CH2:9][N:10]2[CH:14]=[C:13]([C:15]([O-:17])=[O:16])[CH:12]=[N:11]2)=[CH:7][CH:6]=1. Product: [CH3:3][O:4][C:5]1[CH:6]=[CH:7][C:8]([CH2:9][N:10]2[CH:14]=[C:13]([C:15]([OH:17])=[O:16])[CH:12]=[N:11]2)=[CH:18][CH:19]=1. The catalyst class is: 776. (3) Reactant: [CH3:1][C:2]1([CH3:16])[C:7](=[O:8])[NH:6][C:5]2[CH:9]=[CH:10][C:11]([N+:13]([O-:15])=[O:14])=[CH:12][C:4]=2[O:3]1.[B-](F)(F)(F)F.C1C=CN=CC=1.C1C=CN=CC=1.[IH2+:34].FC(F)(F)S(O)(=O)=O. Product: [I:34][C:9]1[C:5]2[NH:6][C:7](=[O:8])[C:2]([CH3:16])([CH3:1])[O:3][C:4]=2[CH:12]=[C:11]([N+:13]([O-:15])=[O:14])[CH:10]=1. The catalyst class is: 4. (4) Reactant: Br[C:2]1[CH:3]=[C:4]([NH2:19])[CH:5]=[CH:6][C:7]=1[CH2:8][S:9]([C:12]1[CH:17]=[CH:16][C:15]([CH3:18])=[CH:14][CH:13]=1)(=[O:11])=[O:10].[CH2:20](C([Sn])=C(CCCC)CCCC)[CH2:21]CC.C1(P(C2C=CC=CC=2)C2C=CC=CC=2)C=CC=CC=1. Product: [CH3:18][C:15]1[CH:16]=[CH:17][C:12]([S:9]([CH2:8][C:7]2[CH:6]=[CH:5][C:4]([NH2:19])=[C:3]([CH:20]=[CH2:21])[CH:2]=2)(=[O:11])=[O:10])=[CH:13][CH:14]=1. The catalyst class is: 11. (5) Reactant: [C:1]1([S:7]([N:10]2[C:14]3=[N:15][CH:16]=[C:17](Br)[CH:18]=[C:13]3[CH:12]=[CH:11]2)(=[O:9])=[O:8])[CH:6]=[CH:5][CH:4]=[CH:3][CH:2]=1.[CH2:20]([Sn](CCCC)(CCCC)C=C)[CH2:21]CC. Product: [C:1]1([S:7]([N:10]2[C:14]3=[N:15][CH:16]=[C:17]([CH:20]=[CH2:21])[CH:18]=[C:13]3[CH:12]=[CH:11]2)(=[O:9])=[O:8])[CH:6]=[CH:5][CH:4]=[CH:3][CH:2]=1. The catalyst class is: 427. (6) Reactant: [OH:1][CH2:2][CH2:3][C@@H:4]1[CH2:9][N:8]([C:10]([O:12][CH2:13][C:14]2[CH:19]=[CH:18][CH:17]=[CH:16][CH:15]=2)=[O:11])[CH2:7][CH2:6][N:5]1[C:20]([O:22][C:23]([CH3:26])([CH3:25])[CH3:24])=[O:21].C(N(CC)CC)C. Product: [O:1]=[CH:2][CH2:3][C@@H:4]1[CH2:9][N:8]([C:10]([O:12][CH2:13][C:14]2[CH:19]=[CH:18][CH:17]=[CH:16][CH:15]=2)=[O:11])[CH2:7][CH2:6][N:5]1[C:20]([O:22][C:23]([CH3:26])([CH3:25])[CH3:24])=[O:21]. The catalyst class is: 16.